From a dataset of Forward reaction prediction with 1.9M reactions from USPTO patents (1976-2016). Predict the product of the given reaction. (1) Given the reactants [CH:1]([S:4]([C:7]1[CH:20]=[CH:19][C:10]([NH:11][CH2:12][CH2:13][N:14]2[CH2:18][CH2:17][CH2:16][CH2:15]2)=[C:9]([N+:21]([O-])=O)[CH:8]=1)(=[O:6])=[O:5])([CH3:3])[CH3:2].C(O)(=O)C, predict the reaction product. The product is: [NH2:21][C:9]1[CH:8]=[C:7]([S:4]([CH:1]([CH3:2])[CH3:3])(=[O:5])=[O:6])[CH:20]=[CH:19][C:10]=1[NH:11][CH2:12][CH2:13][N:14]1[CH2:18][CH2:17][CH2:16][CH2:15]1. (2) Given the reactants [NH2:1][C:2]1[CH:7]=[CH:6][C:5](B2OC(C)(C)C(C)(C)O2)=[CH:4][C:3]=1[N+:17]([O-:19])=[O:18].Br[C:21]1[CH:22]=[N:23][CH:24]=[CH:25][CH:26]=1.C(=O)([O-])[O-].[Cs+].[Cs+], predict the reaction product. The product is: [N+:17]([C:3]1[CH:4]=[C:5]([C:21]2[CH:22]=[N:23][CH:24]=[CH:25][CH:26]=2)[CH:6]=[CH:7][C:2]=1[NH2:1])([O-:19])=[O:18].